This data is from Forward reaction prediction with 1.9M reactions from USPTO patents (1976-2016). The task is: Predict the product of the given reaction. (1) Given the reactants O1CCCC1.[F:6][C:7]1[CH:12]=[C:11]([O:13][CH3:14])[CH:10]=[C:9]([F:15])[CH:8]=1.C([Li])CCC.[F:21][C:22]([F:27])([F:26])[C:23]([CH3:25])=[O:24], predict the reaction product. The product is: [F:6][C:7]1[CH:12]=[C:11]([O:13][CH3:14])[CH:10]=[C:9]([F:15])[C:8]=1[C:23]([OH:24])([CH3:25])[C:22]([F:27])([F:26])[F:21]. (2) Given the reactants CCCC[N+](CCCC)(CCCC)CCCC.[F-].[C:19]([O:23][C:24](=[O:40])[NH:25][N:26]1[CH2:31][CH2:30][CH:29]([O:32][Si](C(C)(C)C)(C)C)[CH2:28][CH2:27]1)([CH3:22])([CH3:21])[CH3:20], predict the reaction product. The product is: [C:19]([O:23][C:24](=[O:40])[NH:25][N:26]1[CH2:27][CH2:28][CH:29]([OH:32])[CH2:30][CH2:31]1)([CH3:22])([CH3:20])[CH3:21]. (3) Given the reactants [NH:1]1[C:9]2[C:4](=[CH:5][CH:6]=[CH:7][CH:8]=2)[C:3](/[CH:10]=[CH:11]/[C:12]2[CH:20]=[CH:19][C:15]([C:16]([OH:18])=O)=[CH:14][CH:13]=2)=[N:2]1.[CH3:21][N:22]([CH3:32])[C:23]([NH:25][CH:26]1[CH2:31][CH2:30][NH:29][CH2:28][CH2:27]1)=[O:24].O.ON1C2C=CC=CC=2N=N1.Cl.C(N=C=NCCCN(C)C)C.CN1CCOCC1, predict the reaction product. The product is: [CH3:21][N:22]([CH3:32])[C:23]([NH:25][CH:26]1[CH2:27][CH2:28][N:29]([C:16](=[O:18])[C:15]2[CH:14]=[CH:13][C:12](/[CH:11]=[CH:10]/[C:3]3[C:4]4[C:9](=[CH:8][CH:7]=[CH:6][CH:5]=4)[NH:1][N:2]=3)=[CH:20][CH:19]=2)[CH2:30][CH2:31]1)=[O:24]. (4) Given the reactants [CH3:1][C:2]1[CH:3]=[C:4]([NH2:15])[N:5]([C:7]2[CH:12]=[C:11]([S:13][CH3:14])[N:10]=[CH:9][N:8]=2)[N:6]=1.Br[C:17]1[CH:18]=[C:19]([NH:24][C:25](=[O:36])[C:26]2[CH:31]=[CH:30][CH:29]=[C:28]([C:32]([F:35])([F:34])[F:33])[CH:27]=2)[CH:20]=[CH:21][C:22]=1[CH3:23].C(=O)([O-])[O-].[Cs+].[Cs+].O1CCOCC1, predict the reaction product. The product is: [CH3:23][C:22]1[CH:17]=[CH:18][C:19]([NH:24][C:25](=[O:36])[C:26]2[CH:31]=[CH:30][CH:29]=[C:28]([C:32]([F:33])([F:34])[F:35])[CH:27]=2)=[CH:20][C:21]=1[NH:15][C:4]1[N:5]([C:7]2[CH:12]=[C:11]([S:13][CH3:14])[N:10]=[CH:9][N:8]=2)[N:6]=[C:2]([CH3:1])[CH:3]=1. (5) Given the reactants [CH:1]1([N:7]2[C:11]3[CH:12]=[C:13]([F:16])[CH:14]=[CH:15][C:10]=3[N:9]=[C:8]2[C@@H:17]([NH2:19])[CH3:18])[CH2:6][CH2:5][CH2:4][CH2:3][CH2:2]1.Cl[C:21]1[N:29]=[CH:28][N:27]=[C:26]2[C:22]=1[N:23]=[CH:24][N:25]2C1CCCCO1.CCN(C(C)C)C(C)C, predict the reaction product. The product is: [CH:1]1([N:7]2[C:11]3[CH:12]=[C:13]([F:16])[CH:14]=[CH:15][C:10]=3[N:9]=[C:8]2[C@@H:17]([NH:19][C:21]2[N:29]=[CH:28][N:27]=[C:26]3[C:22]=2[N:23]=[CH:24][NH:25]3)[CH3:18])[CH2:2][CH2:3][CH2:4][CH2:5][CH2:6]1. (6) Given the reactants [Cl:1][C:2]1[CH:10]=[C:9]2[C:5]([CH:6]=[N:7][N:8]2[C:11]2[CH:16]=[CH:15][C:14]([F:17])=[CH:13][CH:12]=2)=[CH:4][C:3]=1[O:18][CH:19]([C:23]1[CH:28]=[CH:27][C:26]([F:29])=[CH:25][CH:24]=1)[CH:20]([NH2:22])[CH3:21].[CH:30]1([S:33](Cl)(=[O:35])=[O:34])[CH2:32][CH2:31]1, predict the reaction product. The product is: [Cl:1][C:2]1[CH:10]=[C:9]2[C:5]([CH:6]=[N:7][N:8]2[C:11]2[CH:12]=[CH:13][C:14]([F:17])=[CH:15][CH:16]=2)=[CH:4][C:3]=1[O:18][CH:19]([C:23]1[CH:24]=[CH:25][C:26]([F:29])=[CH:27][CH:28]=1)[CH:20]([NH:22][S:33]([CH:30]1[CH2:32][CH2:31]1)(=[O:35])=[O:34])[CH3:21]. (7) Given the reactants [CH2:1]([C@@H:4]1[CH2:9][C@H:8]([C:10]2[CH:15]=[CH:14][CH:13]=[C:12]([Cl:16])[CH:11]=2)[C@@H:7]([C:17]2[CH:22]=[CH:21][C:20]([Cl:23])=[CH:19][CH:18]=2)[N:6]([C@@H:24]([CH2:27][CH3:28])[CH2:25][OH:26])[C:5]1=[O:29])[CH:2]=[CH2:3].O.CC(OI1(OC(C)=O)(OC(C)=O)OC(=O)C2C=CC=CC1=2)=O, predict the reaction product. The product is: [CH2:1]([C@@H:4]1[CH2:9][C@H:8]([C:10]2[CH:15]=[CH:14][CH:13]=[C:12]([Cl:16])[CH:11]=2)[C@@H:7]([C:17]2[CH:18]=[CH:19][C:20]([Cl:23])=[CH:21][CH:22]=2)[N:6]([C@@H:24]([CH2:27][CH3:28])[CH:25]=[O:26])[C:5]1=[O:29])[CH:2]=[CH2:3].